From a dataset of Catalyst prediction with 721,799 reactions and 888 catalyst types from USPTO. Predict which catalyst facilitates the given reaction. (1) Reactant: C([O:4][C:5]1[CH:32]=[CH:31][CH:30]=[CH:29][C:6]=1[C:7]([NH:9][C:10]1[CH:22]=[C:21]([C:23]2[CH:28]=[CH:27][CH:26]=[CH:25][CH:24]=2)[CH:20]=[CH:19][C:11]=1[C:12]([O:14]C(C)(C)C)=[O:13])=[O:8])(=O)C. Product: [OH:4][C:5]1[CH:32]=[CH:31][CH:30]=[CH:29][C:6]=1[C:7]([NH:9][C:10]1[CH:22]=[C:21]([C:23]2[CH:28]=[CH:27][CH:26]=[CH:25][CH:24]=2)[CH:20]=[CH:19][C:11]=1[C:12]([OH:14])=[O:13])=[O:8]. The catalyst class is: 55. (2) Reactant: [Cl:1][C:2]1[N:7]=[C:6]([CH2:8]O)[CH:5]=[CH:4][CH:3]=1.S(Cl)([Cl:12])=O.C(=O)([O-])O.[Na+]. Product: [Cl:1][C:2]1[CH:3]=[CH:4][CH:5]=[C:6]([CH2:8][Cl:12])[N:7]=1. The catalyst class is: 11. (3) Reactant: Cl.ClCC([NH:6][CH2:7][C:8]1[CH:13]=[CH:12][C:11]([C:14]([Cl:18])=[C:15]([Cl:17])[Cl:16])=[CH:10][C:9]=1[OH:19])=O. Product: [NH2:6][CH2:7][C:8]1[CH:13]=[CH:12][C:11]([C:14]([Cl:18])=[C:15]([Cl:17])[Cl:16])=[CH:10][C:9]=1[OH:19]. The catalyst class is: 8. (4) Reactant: C([O:9][C@H:10]1[C@@H:14]([O:15]C(=O)C2C=CC=CC=2)[C@H:13]([N:24]2[CH:29]=[CH:28][CH:27]=[N:26][C:25]2=[O:30])[O:12][C@@H:11]1[CH2:31][O:32]C(=O)C1C=CC=CC=1)(=O)C1C=CC=CC=1.N. Product: [OH:15][C@@H:14]1[C@H:10]([OH:9])[C@@H:11]([CH2:31][OH:32])[O:12][C@H:13]1[N:24]1[CH:29]=[CH:28][CH:27]=[N:26][C:25]1=[O:30]. The catalyst class is: 5. (5) Reactant: [N+:1]([C:4]1[C:12]2[NH:11][C:10]([CH2:13][OH:14])=[N:9][C:8]=2[CH:7]=[CH:6][CH:5]=1)([O-])=O.O.O.[Sn](Cl)Cl.C(=O)([O-])O.[Na+]. Product: [NH2:1][C:4]1[C:12]2[NH:11][C:10]([CH2:13][OH:14])=[N:9][C:8]=2[CH:7]=[CH:6][CH:5]=1. The catalyst class is: 8.